Task: Predict the reaction yield, written as a fraction of the theoretical maximum amount of product (1.0 means a 100% yield; for example, 0.34 means a 34% yield).. Dataset: Reaction yield outcomes from USPTO patents with 853,638 reactions (1) The product is [O:21]=[C:2]1[C:3]2([CH2:13][O:12][C:11]3[CH:14]=[C:15]4[C:19](=[CH:20][C:10]2=3)[CH2:18][CH2:17][O:16]4)[C:4]2[C:9](=[CH:8][CH:7]=[CH:6][CH:5]=2)[N:1]1[CH2:23][C:24]([O:26][CH2:27][CH3:28])=[O:25]. The yield is 0.630. The reactants are [NH:1]1[C:9]2[C:4](=[CH:5][CH:6]=[CH:7][CH:8]=2)[C:3]2([CH2:13][O:12][C:11]3[CH:14]=[C:15]4[C:19](=[CH:20][C:10]2=3)[CH2:18][CH2:17][O:16]4)[C:2]1=[O:21].Br[CH2:23][C:24]([O:26][CH2:27][CH3:28])=[O:25].C(=O)([O-])[O-].[Cs+].[Cs+]. The catalyst is CC(C)=O. (2) The reactants are [O:1]1[C:5]2[CH:6]=[CH:7][C:8]([C:10](Cl)=[O:11])=[CH:9][C:4]=2[O:3][CH2:2]1.Cl.[CH3:14][O:15][C:16](=[O:23])[C@@H:17]([CH2:19][CH:20]([CH3:22])[CH3:21])[NH2:18]. No catalyst specified. The product is [O:3]1[C:4]2[CH:9]=[C:8]([C:10]([NH:18][C@H:17]([CH2:19][CH:20]([CH3:22])[CH3:21])[C:16]([O:15][CH3:14])=[O:23])=[O:11])[CH:7]=[CH:6][C:5]=2[O:1][CH2:2]1. The yield is 0.830. (3) The reactants are [F:1][C:2]1[CH:11]=[CH:10][C:9]([F:12])=[C:8]2[C:3]=1[C:4]([NH:13][CH2:14][CH2:15][C:16]1[CH:21]=[CH:20][C:19]([OH:22])=[C:18]([O:23][CH3:24])[CH:17]=1)=[N:5][CH:6]=[N:7]2.[H-].[Na+].F[C:28]1[CH:33]=[CH:32][C:31]([C:34]([F:37])([F:36])[F:35])=[CH:30][N:29]=1. The product is [F:1][C:2]1[CH:11]=[CH:10][C:9]([F:12])=[C:8]2[C:3]=1[C:4]([NH:13][CH2:14][CH2:15][C:16]1[CH:21]=[CH:20][C:19]([O:22][C:28]3[CH:33]=[CH:32][C:31]([C:34]([F:37])([F:36])[F:35])=[CH:30][N:29]=3)=[C:18]([O:23][CH3:24])[CH:17]=1)=[N:5][CH:6]=[N:7]2. The yield is 0.980. The catalyst is CN(C=O)C.FC1C=CC(C(F)(F)F)=CN=1. (4) The reactants are [O:1]=[C:2]([N:19]1[CH2:24][CH2:23][NH:22][CH2:21][CH2:20]1)[CH2:3][NH:4][C:5]([C:7]1[CH:12]=[CH:11][C:10]([C:13]2[CH:18]=[CH:17][CH:16]=[CH:15][CH:14]=2)=[CH:9][CH:8]=1)=[O:6].[C:25]1(=[O:35])[O:30][C:28](=[O:29])[C:27]2=[CH:31][CH:32]=[CH:33][CH:34]=[C:26]12. The catalyst is C1(C)C=CC=CC=1. The product is [C:10]1([C:13]2[CH:18]=[CH:17][CH:16]=[CH:15][CH:14]=2)[CH:9]=[CH:8][C:7]([C:5]([NH:4][CH2:3][C:2]([N:19]2[CH2:24][CH2:23][N:22]([C:25]([C:26]3[CH:34]=[CH:33][CH:32]=[CH:31][C:27]=3[C:28]([OH:30])=[O:29])=[O:35])[CH2:21][CH2:20]2)=[O:1])=[O:6])=[CH:12][CH:11]=1. The yield is 0.485. (5) The yield is 0.580. The product is [NH:30]1[C:31]2[C:27](=[C:26]([CH:24]=[N:23][NH:22][C:9]3[CH:8]=[C:7]([N:1]4[CH2:6][CH2:5][O:4][CH2:3][CH2:2]4)[N:12]4[N:13]=[C:14]([C:16]5[CH:21]=[CH:20][CH:19]=[CH:18][CH:17]=5)[CH:15]=[C:11]4[N:10]=3)[CH:34]=[CH:33][CH:32]=2)[CH:28]=[CH:29]1. The reactants are [N:1]1([C:7]2[N:12]3[N:13]=[C:14]([C:16]4[CH:21]=[CH:20][CH:19]=[CH:18][CH:17]=4)[CH:15]=[C:11]3[N:10]=[C:9]([NH:22][NH2:23])[CH:8]=2)[CH2:6][CH2:5][O:4][CH2:3][CH2:2]1.[CH:24]([C:26]1[CH:34]=[CH:33][CH:32]=[C:31]2[C:27]=1[CH:28]=[CH:29][NH:30]2)=O.C(O)(=O)C. The catalyst is C(O)C. (6) The reactants are [C:1]([C:4]1[N:5]=[C:6]([C:28]2[CH:36]=[C:35]3[C:31]([CH:32]=[CH:33][NH:34]3)=[CH:30][CH:29]=2)[O:7][C:8]=1[C:9]1[CH:14]=[CH:13][C:12]([N:15]2[CH2:20][CH2:19][N:18](C(OC(C)(C)C)=O)[CH2:17][CH2:16]2)=[CH:11][CH:10]=1)(=[O:3])[NH2:2].CC1C=CC(S(O)(=O)=O)=CC=1. The catalyst is CO. The product is [NH:34]1[C:35]2[C:31](=[CH:30][CH:29]=[C:28]([C:6]3[O:7][C:8]([C:9]4[CH:10]=[CH:11][C:12]([N:15]5[CH2:20][CH2:19][NH:18][CH2:17][CH2:16]5)=[CH:13][CH:14]=4)=[C:4]([C:1]([NH2:2])=[O:3])[N:5]=3)[CH:36]=2)[CH:32]=[CH:33]1. The yield is 0.500. (7) The reactants are [Br:1][CH2:2][C@@H:3]([C:5]1[CH:10]=[CH:9][C:8]([O:11][CH2:12][C:13]2[CH:18]=[CH:17][CH:16]=[CH:15][CH:14]=2)=[C:7]([NH:19][CH:20]=[O:21])[CH:6]=1)[OH:4].N1C=CN=C1.[Si:27](Cl)([C:30]([CH3:33])([CH3:32])[CH3:31])([CH3:29])[CH3:28]. The catalyst is CN(C)C=O.C(OC(C)C)(=O)C. The product is [Br:1][CH2:2][C@H:3]([O:4][Si:27]([C:30]([CH3:33])([CH3:32])[CH3:31])([CH3:29])[CH3:28])[C:5]1[CH:10]=[CH:9][C:8]([O:11][CH2:12][C:13]2[CH:14]=[CH:15][CH:16]=[CH:17][CH:18]=2)=[C:7]([NH:19][CH:20]=[O:21])[CH:6]=1. The yield is 0.680.